Dataset: Rat liver microsome stability data. Task: Regression/Classification. Given a drug SMILES string, predict its absorption, distribution, metabolism, or excretion properties. Task type varies by dataset: regression for continuous measurements (e.g., permeability, clearance, half-life) or binary classification for categorical outcomes (e.g., BBB penetration, CYP inhibition). Dataset: rlm. (1) The drug is O=C(N[C@H](Cc1c[nH]c2ccccc12)C(=O)Nc1ccncc1)c1ccc(N2CCN(c3cccc(F)c3)CC2)cc1F. The result is 1 (stable in rat liver microsomes). (2) The result is 1 (stable in rat liver microsomes). The compound is CC(=O)n1cc(C(=O)O)c(Nc2ccc(I)cc2F)c1C. (3) The drug is Fc1cccc(Nc2nc(-c3ccncc3)nc3ccccc23)c1F. The result is 1 (stable in rat liver microsomes). (4) The drug is O=C(C=Cc1cccnc1)NCCCCC1CCN(C(=O)c2ccccc2)CC1. The result is 1 (stable in rat liver microsomes). (5) The compound is Cc1ncc2n1-c1ccc(Cl)cc1C(c1ccccc1F)=NC2. The result is 1 (stable in rat liver microsomes). (6) The molecule is Cc1ccc(S(=O)(=O)Nc2ccccc2C(=O)Nc2nc(-c3ccccc3)cs2)cc1. The result is 1 (stable in rat liver microsomes). (7) The molecule is CN[C@H]1CC[C@@H](c2ccc(Cl)c(Cl)c2)c2ccc(S(N)(=O)=O)cc21. The result is 0 (unstable in rat liver microsomes). (8) The compound is Cc1ccc(-n2c(C)cc(-c3nnc4n3CCCCC4)c2C)cc1. The result is 1 (stable in rat liver microsomes). (9) The molecule is Cc1c2c(n3c1CNCCC[C@H](C)Nc1cc-3ccc1C(N)=O)CC(C)(C)CC2=O. The result is 1 (stable in rat liver microsomes).